From a dataset of Full USPTO retrosynthesis dataset with 1.9M reactions from patents (1976-2016). Predict the reactants needed to synthesize the given product. Given the product [F:3][C:4]1[CH:9]=[CH:8][C:7]([N:10]2[CH2:15][CH2:14][CH2:13][CH:12]([C:16]([OH:18])=[O:17])[C:11]2=[O:21])=[CH:6][CH:5]=1, predict the reactants needed to synthesize it. The reactants are: [Li+].[OH-].[F:3][C:4]1[CH:9]=[CH:8][C:7]([N:10]2[CH2:15][CH2:14][CH2:13][CH:12]([C:16]([O:18]CC)=[O:17])[C:11]2=[O:21])=[CH:6][CH:5]=1.Cl.